Dataset: Reaction yield outcomes from USPTO patents with 853,638 reactions. Task: Predict the reaction yield, written as a fraction of the theoretical maximum amount of product (1.0 means a 100% yield; for example, 0.34 means a 34% yield). (1) The reactants are [Br:1][C:2]1[CH:9]=[C:8]([S:10][C:11]2[CH:16]=[CH:15][C:14]([Cl:17])=[C:13]([Cl:18])[CH:12]=2)[CH:7]=[CH:6][C:3]=1[CH2:4][OH:5].C(N(CC)C(C)C)(C)C.[CH3:28][O:29][CH2:30]Cl.O. The catalyst is C(Cl)Cl. The product is [Br:1][C:2]1[CH:9]=[C:8]([S:10][C:11]2[CH:16]=[CH:15][C:14]([Cl:17])=[C:13]([Cl:18])[CH:12]=2)[CH:7]=[CH:6][C:3]=1[CH2:4][O:5][CH2:28][O:29][CH3:30]. The yield is 0.830. (2) The reactants are [CH3:1][O:2][C:3]1[CH:4]=[C:5](B(O)O)[CH:6]=[CH:7][CH:8]=1.[CH3:12][CH2:13]/[CH:14]=[C:15](/[CH:17]=[O:18])\[CH3:16].CO.P([O-])([O-])([O-])=O.[Na+].[Na+].[Na+]. The catalyst is C1(C2[C@H]3CC[C@@H](C=2)C(C2C=CC=CC=2)=C3)C=CC=CC=1.O.C1COCC1. The product is [CH3:1][O:2][C:3]1[CH:4]=[C:5]([C@H:14]([CH2:13][CH3:12])[C@@H:15]([CH3:16])[CH:17]=[O:18])[CH:6]=[CH:7][CH:8]=1. The yield is 0.640.